Predict the reaction yield, written as a fraction of the theoretical maximum amount of product (1.0 means a 100% yield; for example, 0.34 means a 34% yield). From a dataset of Reaction yield outcomes from USPTO patents with 853,638 reactions. (1) The reactants are [N:1]([C:4]1[CH:8]=[C:7]([Cl:9])[S:6][C:5]=1[S:10]([NH:13][C:14](C)([CH3:16])[CH3:15])(=[O:12])=[O:11])=[N+]=[N-].[BH4-].[Na+]. The product is [NH2:1][C:4]1[CH:8]=[C:7]([Cl:9])[S:6][C:5]=1[S:10]([NH:13][CH:14]([CH3:16])[CH3:15])(=[O:11])=[O:12]. The catalyst is C1(C)C=CC=CC=1.[Br-].C([P+](CCCC)(CCCC)CCCC)CCCCCCCCCCCCCCC.O. The yield is 0.230. (2) The reactants are [OH:1][CH:2]1[CH2:5][N:4]([C:6]2[S:7][CH:8]=[C:9]([CH2:11][NH:12][C:13]([O:15][CH2:16][C:17]3[CH:22]=[CH:21][C:20]([N+:23]([O-:25])=[O:24])=[CH:19][CH:18]=3)=[O:14])[N:10]=2)[CH2:3]1.[CH3:26][S:27](Cl)(=[O:29])=[O:28].C(N(CC)CC)C. The catalyst is C(Cl)Cl. The product is [CH3:26][S:27]([O:1][CH:2]1[CH2:3][N:4]([C:6]2[S:7][CH:8]=[C:9]([CH2:11][NH:12][C:13]([O:15][CH2:16][C:17]3[CH:22]=[CH:21][C:20]([N+:23]([O-:25])=[O:24])=[CH:19][CH:18]=3)=[O:14])[N:10]=2)[CH2:5]1)(=[O:29])=[O:28]. The yield is 0.900. (3) The reactants are [Br:1][C:2]1[C:3]([F:10])=[C:4]([CH:7]=[CH:8][CH:9]=1)[CH:5]=[O:6].[F:11][C:12]1[CH:13]=[CH:14][C:15]([O:20][CH3:21])=[C:16]([Mg]Br)[CH:17]=1. The catalyst is C1COCC1.C(Cl)Cl. The product is [Br:1][C:2]1[C:3]([F:10])=[C:4]([CH:5]([C:14]2[CH:13]=[C:12]([F:11])[CH:17]=[CH:16][C:15]=2[O:20][CH3:21])[OH:6])[CH:7]=[CH:8][CH:9]=1. The yield is 1.00. (4) The reactants are [NH2:1][C:2]1[CH:10]=[CH:9][C:8]([CH2:11][NH:12][S:13]([CH3:16])(=[O:15])=[O:14])=[CH:7][C:3]=1[C:4](O)=[O:5].CC[N:19]=C=NCCCN(C)C.C1C=CC2N(O)N=NC=2C=1.CN1CCOCC1.[NH4+].[OH-]. The catalyst is C1COCC1.O. The product is [NH2:1][C:2]1[CH:10]=[CH:9][C:8]([CH2:11][NH:12][S:13]([CH3:16])(=[O:15])=[O:14])=[CH:7][C:3]=1[C:4]([NH2:19])=[O:5]. The yield is 0.530. (5) The reactants are [H-].[Na+].[CH2:3]([N:10]1[CH2:15][CH2:14][C:13]2([CH2:19][C:18]3[C:20]([CH3:27])=[C:21]([OH:26])[C:22]([CH3:25])=[C:23]([CH3:24])[C:17]=3[O:16]2)[CH2:12][CH2:11]1)[C:4]1[CH:9]=[CH:8][CH:7]=[CH:6][CH:5]=1.[CH3:28][O:29][C:30]1[CH:37]=[CH:36][C:33]([CH2:34]Cl)=[CH:32][CH:31]=1.O. The catalyst is CN(C)C=O. The product is [CH2:3]([N:10]1[CH2:15][CH2:14][C:13]2([CH2:19][C:18]3[C:20]([CH3:27])=[C:21]([O:26][CH2:34][C:33]4[CH:36]=[CH:37][C:30]([O:29][CH3:28])=[CH:31][CH:32]=4)[C:22]([CH3:25])=[C:23]([CH3:24])[C:17]=3[O:16]2)[CH2:12][CH2:11]1)[C:4]1[CH:9]=[CH:8][CH:7]=[CH:6][CH:5]=1. The yield is 0.850. (6) The reactants are [CH3:1][C:2]1([CH3:12])[CH2:7][CH:6]([CH2:8][OH:9])[CH2:5][C:4]([CH3:11])([CH3:10])[NH:3]1.[OH:13]O. The catalyst is O.[O-][W]([O-])(=O)=O.[Na+].[Na+]. The product is [OH:13][N:3]1[C:4]([CH3:11])([CH3:10])[CH2:5][CH:6]([CH2:8][OH:9])[CH2:7][C:2]1([CH3:12])[CH3:1]. The yield is 0.760.